Predict the product of the given reaction. From a dataset of Forward reaction prediction with 1.9M reactions from USPTO patents (1976-2016). (1) The product is: [O:26]=[S:2]1(=[O:1])[C:7]2[CH:8]=[C:9]([O:12][C:13]3[CH:14]=[C:15]([C:19]4[NH:20][C:27](=[S:28])[O:22][N:21]=4)[CH:16]=[CH:17][CH:18]=3)[CH:10]=[CH:11][C:6]=2[N:5]2[CH2:23][CH2:24][CH2:25][C:4]2=[N:3]1. Given the reactants [O:1]=[S:2]1(=[O:26])[C:7]2[CH:8]=[C:9]([O:12][C:13]3[CH:14]=[C:15]([C:19](=[N:21][OH:22])[NH2:20])[CH:16]=[CH:17][CH:18]=3)[CH:10]=[CH:11][C:6]=2[N:5]2[CH2:23][CH2:24][CH2:25][C:4]2=[N:3]1.[C:27](N1C=CN=C1)(N1C=CN=C1)=[S:28].C1CCN2C(=NCCC2)CC1, predict the reaction product. (2) Given the reactants [Br:1][C:2]1[CH:15]=[CH:14][C:5]2[NH:6][C:7](=O)[C:8]3([CH2:11][NH:12][C:4]=2[CH:3]=1)[CH2:10][CH2:9]3.COC1C=CC(P2(SP(C3C=CC(OC)=CC=3)(=S)S2)=[S:25])=CC=1, predict the reaction product. The product is: [Br:1][C:2]1[CH:15]=[CH:14][C:5]2[NH:6][C:7](=[S:25])[C:8]3([CH2:11][NH:12][C:4]=2[CH:3]=1)[CH2:10][CH2:9]3. (3) Given the reactants [NH2:1][C:2]1[CH:3]=[C:4]2[C:9](=[CH:10][CH:11]=1)[N:8]=[CH:7][C:6]([C:12]#[N:13])=[C:5]2[NH:14][C:15]1[CH:20]=[CH:19][C:18]([F:21])=[C:17]([Cl:22])[CH:16]=1.[O:23]1[CH2:27][CH2:26][CH:25](C=O)[CH2:24]1.[BH3-][C:31]#N.[Na+], predict the reaction product. The product is: [Cl:22][C:17]1[CH:16]=[C:15]([NH:14][C:5]2[C:4]3[C:9](=[CH:10][CH:11]=[C:2]([NH:1][CH2:31][CH:24]4[CH2:25][CH2:26][CH2:27][O:23]4)[CH:3]=3)[N:8]=[CH:7][C:6]=2[C:12]#[N:13])[CH:20]=[CH:19][C:18]=1[F:21]. (4) Given the reactants [CH3:1][N:2]([CH3:13])[C:3](=[O:12])[CH2:4][C:5](=[O:11])[C:6](OCC)=[O:7].[CH3:14][NH2:15], predict the reaction product. The product is: [CH3:14][NH:15][C:6](=[O:7])[C:5](=[O:11])[CH2:4][C:3]([N:2]([CH3:13])[CH3:1])=[O:12]. (5) Given the reactants C[O:2][C:3](=O)[C:4]1[CH:26]=[CH:25][C:7]([C:8]([NH:10][C:11]2[CH:20]=[CH:19][C:18]3[C:17]([CH3:22])([CH3:21])[CH2:16][CH2:15][C:14]([CH3:24])([CH3:23])[C:13]=3[CH:12]=2)=[O:9])=[CH:6][CH:5]=1.[NH2:28][OH:29], predict the reaction product. The product is: [CH3:21][C:17]1([CH3:22])[C:18]2[C:13](=[CH:12][C:11]([NH:10][C:8](=[O:9])[C:7]3[CH:6]=[CH:5][C:4]([C:3]([NH:28][OH:29])=[O:2])=[CH:26][CH:25]=3)=[CH:20][CH:19]=2)[C:14]([CH3:24])([CH3:23])[CH2:15][CH2:16]1. (6) Given the reactants [C:1]([Si:5]([CH3:37])([CH3:36])[O:6][CH2:7][CH2:8][NH:9][C:10]1[CH:15]=[CH:14][C:13]([NH:16][C:17](=[O:35])[C:18]2[CH:23]=[CH:22][C:21]([Cl:24])=[CH:20][C:19]=2[NH:25][C:26](=[O:34])[C:27]2[CH:32]=[CH:31][C:30]([Cl:33])=[CH:29][CH:28]=2)=[CH:12][CH:11]=1)([CH3:4])([CH3:3])[CH3:2].[N:38]#[C:39]Br.C(=O)(O)[O-].[Na+], predict the reaction product. The product is: [Si:5]([O:6][CH2:7][CH2:8][N:9]([C:39]#[N:38])[C:10]1[CH:15]=[CH:14][C:13]([NH:16][C:17](=[O:35])[C:18]2[CH:23]=[CH:22][C:21]([Cl:24])=[CH:20][C:19]=2[NH:25][C:26](=[O:34])[C:27]2[CH:28]=[CH:29][C:30]([Cl:33])=[CH:31][CH:32]=2)=[CH:12][CH:11]=1)([C:1]([CH3:4])([CH3:3])[CH3:2])([CH3:37])[CH3:36]. (7) Given the reactants Br[C:2]1[CH:11]=[C:10]2[C:5]([CH:6]=[C:7]([C:12]([O:14][CH2:15][CH3:16])=[O:13])[CH:8]=[N:9]2)=[N:4][CH:3]=1.[CH:17]1(B(O)O)[CH2:19][CH2:18]1.P([O-])([O-])([O-])=O.[K+].[K+].[K+].C1(C)C=CC=CC=1.O.C([O-])(O)=O.[Na+], predict the reaction product. The product is: [CH:17]1([C:2]2[CH:11]=[C:10]3[C:5]([CH:6]=[C:7]([C:12]([O:14][CH2:15][CH3:16])=[O:13])[CH:8]=[N:9]3)=[N:4][CH:3]=2)[CH2:19][CH2:18]1. (8) The product is: [F:25][C:26]1[CH:27]=[CH:28][C:29]([C:32]2[CH:37]=[CH:36][C:35]([S:38]([CH3:41])(=[O:39])=[O:40])=[CH:34][C:33]=2[C:42]([N:68]2[CH2:69][CH2:70][N:65]([C:62]3[CH:61]=[CH:60][C:59]([N:54]4[CH:58]=[CH:57][CH:56]=[N:55]4)=[CH:64][CH:63]=3)[CH2:66][CH2:67]2)=[O:44])=[CH:30][CH:31]=1. Given the reactants CN(C(ON1N=NC2C=CC=NC1=2)=[N+](C)C)C.F[P-](F)(F)(F)(F)F.[F:25][C:26]1[CH:31]=[CH:30][C:29]([C:32]2[C:33]([C:42]([OH:44])=O)=[CH:34][C:35]([S:38]([CH3:41])(=[O:40])=[O:39])=[CH:36][CH:37]=2)=[CH:28][CH:27]=1.CCN(C(C)C)C(C)C.[N:54]1([C:59]2[CH:64]=[CH:63][C:62]([N:65]3[CH2:70][CH2:69][NH:68][CH2:67][CH2:66]3)=[CH:61][CH:60]=2)[CH:58]=[CH:57][CH:56]=[N:55]1, predict the reaction product.